The task is: Predict the reaction yield, written as a fraction of the theoretical maximum amount of product (1.0 means a 100% yield; for example, 0.34 means a 34% yield).. This data is from Reaction yield outcomes from USPTO patents with 853,638 reactions. (1) The reactants are F[C:2]1[CH:7]=[CH:6][C:5]([CH:8]([CH2:12][CH:13]2[CH2:18][CH2:17][CH2:16][CH2:15][O:14]2)[C:9]([OH:11])=[O:10])=[CH:4][C:3]=1[C:19]([F:22])([F:21])[F:20].[H-].[Na+].[CH3:25][S-:26].[Na+]. The catalyst is CN(C)C=O. The product is [CH3:25][S:26][C:2]1[CH:7]=[CH:6][C:5]([CH:8]([CH2:12][CH:13]2[CH2:18][CH2:17][CH2:16][CH2:15][O:14]2)[C:9]([OH:11])=[O:10])=[CH:4][C:3]=1[C:19]([F:22])([F:21])[F:20]. The yield is 1.00. (2) The reactants are [OH:1][C:2]1[CH:3]=[C:4]([N+:10]([O-:12])=[O:11])[CH:5]=[CH:6][C:7]=1[O:8][CH3:9].[H-].[Na+].[C:15]([Si:19](Cl)([C:26]1[CH:31]=[CH:30][CH:29]=[CH:28][CH:27]=1)[C:20]1[CH:25]=[CH:24][CH:23]=[CH:22][CH:21]=1)([CH3:18])([CH3:17])[CH3:16]. The catalyst is CN(C=O)C.O. The product is [C:15]([Si:19]([O:1][C:2]1[CH:3]=[C:4]([N+:10]([O-:12])=[O:11])[CH:5]=[CH:6][C:7]=1[O:8][CH3:9])([C:26]1[CH:31]=[CH:30][CH:29]=[CH:28][CH:27]=1)[C:20]1[CH:21]=[CH:22][CH:23]=[CH:24][CH:25]=1)([CH3:18])([CH3:16])[CH3:17]. The yield is 0.820. (3) The yield is 0.810. The product is [Cl:1][C:2]1[N:3]([S:41]([C:35]2[CH:40]=[CH:39][CH:38]=[CH:37][CH:36]=2)(=[O:43])=[O:42])[C:4]([C:12]2[CH:17]=[CH:16][CH:15]=[CH:14][CH:13]=2)=[CH:5][C:6]=1[C:7]([O:9][CH2:10][CH3:11])=[O:8]. The catalyst is O1CCCC1.[Cl-].[Na+].O. The reactants are [Cl:1][C:2]1[NH:3][C:4]([C:12]2[CH:17]=[CH:16][CH:15]=[CH:14][CH:13]=2)=[CH:5][C:6]=1[C:7]([O:9][CH2:10][CH3:11])=[O:8].[H-].[Na+].C1OCCOCCOCCOCCOC1.[C:35]1([S:41](Cl)(=[O:43])=[O:42])[CH:40]=[CH:39][CH:38]=[CH:37][CH:36]=1.